Predict the reaction yield, written as a fraction of the theoretical maximum amount of product (1.0 means a 100% yield; for example, 0.34 means a 34% yield). From a dataset of Reaction yield outcomes from USPTO patents with 853,638 reactions. The reactants are [C:1]([NH:5][C:6]1[NH:7][C:8]2[CH:14]=[CH:13][CH:12]=[CH:11][C:9]=2[N:10]=1)([O:3][CH3:4])=[O:2].[Cl:15][S:16](O)(=[O:18])=[O:17]. No catalyst specified. The product is [Cl:15][S:16]([C:13]1[CH:12]=[CH:11][C:9]2[N:10]=[C:6]([NH:5][C:1]([O:3][CH3:4])=[O:2])[NH:7][C:8]=2[CH:14]=1)(=[O:18])=[O:17]. The yield is 0.780.